Dataset: Reaction yield outcomes from USPTO patents with 853,638 reactions. Task: Predict the reaction yield, written as a fraction of the theoretical maximum amount of product (1.0 means a 100% yield; for example, 0.34 means a 34% yield). (1) The reactants are [Cl-].[Cl-].[CH2:3]([C:7]1([Zr+2:13]C2(CCCC)C=CC(C)=C2)[CH:11]=[CH:10][C:9]([CH3:12])=[CH:8]1)[CH2:4][CH2:5][CH3:6].[Li][CH3:25]. The catalyst is C1(C)C=CC=CC=1. The product is [CH3-:3].[CH3-:25].[CH3:6][CH2:5][CH2:4][CH2:3][C-:7]1[CH:8]=[C:9]([CH3:12])[CH:10]=[CH:11]1.[CH3:6][CH2:5][CH2:4][CH2:3][C-:7]1[CH:8]=[C:9]([CH3:12])[CH:10]=[CH:11]1.[Zr+4:13]. The yield is 0.870. (2) The reactants are [C:1]([C:3]1[C:4]([CH3:19])=[CH:5][C:6]([NH:11][C:12](=[O:18])[O:13][C:14]([CH3:17])([CH3:16])[CH3:15])=[N:7][C:8]=1[O:9][CH3:10])#[N:2]. The catalyst is CC(O)=O.C(O)C.[Ni]. The product is [NH2:2][CH2:1][C:3]1[C:4]([CH3:19])=[CH:5][C:6]([NH:11][C:12](=[O:18])[O:13][C:14]([CH3:15])([CH3:16])[CH3:17])=[N:7][C:8]=1[O:9][CH3:10]. The yield is 0.689. (3) The yield is 0.830. The catalyst is C1COCC1. The reactants are [C:1]1([CH3:29])[CH:6]=[CH:5][CH:4]=[CH:3][C:2]=1[O:7][C:8]1[CH:13]=[CH:12][CH:11]=[CH:10][C:9]=1[C:14]([C@@H:16]1[CH2:21][CH2:20][CH2:19][N:18]([C:22]([O:24][C:25]([CH3:28])([CH3:27])[CH3:26])=[O:23])[CH2:17]1)=[O:15]. The product is [C:1]1([CH3:29])[CH:6]=[CH:5][CH:4]=[CH:3][C:2]=1[O:7][C:8]1[CH:13]=[CH:12][CH:11]=[CH:10][C:9]=1[C@:14]([C@@H:16]1[CH2:21][CH2:20][CH2:19][N:18]([C:22]([O:24][C:25]([CH3:26])([CH3:28])[CH3:27])=[O:23])[CH2:17]1)([OH:15])[CH2:5][CH2:6][CH2:1][CH2:2][O:7][CH3:8]. (4) The reactants are [O:1]1[CH2:5][CH2:4][O:3][CH:2]1[C:6]1[CH:13]=[CH:12][C:9]([CH:10]=[O:11])=[CH:8][C:7]=1[F:14].[BH4-].[Na+]. The catalyst is CO. The product is [O:1]1[CH2:5][CH2:4][O:3][CH:2]1[C:6]1[CH:13]=[CH:12][C:9]([CH2:10][OH:11])=[CH:8][C:7]=1[F:14]. The yield is 0.240. (5) The yield is 0.910. The catalyst is CC(O)(C)C. The reactants are C(OC(=O)[NH:5][C:6]1[C:11]([F:12])=[CH:10][CH:9]=[C:8]([O:13][C:14]([F:17])([F:16])[F:15])[C:7]=1[C:18]#[C:19][Si](C)(C)C)C.[OH-].[K+]. The product is [F:12][C:11]1[CH:10]=[CH:9][C:8]([O:13][C:14]([F:15])([F:16])[F:17])=[C:7]2[C:6]=1[NH:5][CH:19]=[CH:18]2.